From a dataset of Experimentally validated miRNA-target interactions with 360,000+ pairs, plus equal number of negative samples. Binary Classification. Given a miRNA mature sequence and a target amino acid sequence, predict their likelihood of interaction. (1) The miRNA is hsa-miR-4535 with sequence GUGGACCUGGCUGGGAC. The protein sequence of the target gene is MDSDDEVVEEAVEGHLDDDGLPHGFCTVTYSSTDRFEGNFVHGEKNGRGKFFFFDGSTLEGYYVDDALQGQGVYTYEDGGVLQGTYVDGELNGPAQEYDSDGRLIFKGQYKDNNRHGVCWIHYPDGGSLVGEVNEDGEMTGEKIAYVYPDQRTALYGKFIDGEMLEGKLATLMATEEGRPHFEVTSGSSVYHFDKSTSSCISSDALLPDPYESERVYVADSLISSAGEGLFSKVAVGPNTVMSFYNGVRITHQEVDSRDWALNGNTLSLDEETVIDVPEPYNHVSKYCASLGHKANHSFT.... Result: 0 (no interaction). (2) The miRNA is mmu-miR-5135 with sequence AGGUCUAGGUGGCAAGGGCGUCCU. The protein sequence of the target gene is MEHLERCAWFLRGTLVRATVRRHLPWALVAAMLAGSVVKELSPLPESYLSNKRNVLNVYFVKLAWAWTVCLLLPFIALTNYHLTGKTSLVLRRLSTLLVGTAIWYICTALFSNIEHYTGSCYQSPALEGIRQEHRSKQQCHREGGFWHGFDISGHSFLLTFCALMIVEEMAVLHEVKTDRGHHLHAAITTLVVALGFLTFIWVWMFLCTAVYFHDLTQKVFGTMFGLLGWYGTYGYWYLKSFSPGLPPQSCSLTLKRDTYKK. Result: 1 (interaction).